Task: Predict which catalyst facilitates the given reaction.. Dataset: Catalyst prediction with 721,799 reactions and 888 catalyst types from USPTO (1) Reactant: Br[C:2]1[CH:7]=[CH:6][C:5]([C:8]([F:11])([F:10])[F:9])=[CH:4][N:3]=1.C([O-])([O-])=O.[K+].[K+].[CH:18]1([NH2:22])[CH2:21][CH2:20][CH2:19]1. The catalyst class is: 58. Product: [CH:18]1([NH:22][C:2]2[CH:7]=[CH:6][C:5]([C:8]([F:11])([F:10])[F:9])=[CH:4][N:3]=2)[CH2:21][CH2:20][CH2:19]1. (2) Reactant: [CH3:1][S:2]([C:5]1[CH:10]=[CH:9][C:8]([NH:11][CH2:12][C:13]2[CH:14]=[C:15]([C:19]3[CH:20]=[C:21]([C:29]([CH3:33])([CH3:32])[C:30]#[N:31])[CH:22]=[C:23]4[C:28]=3[N:27]=[CH:26][CH:25]=[CH:24]4)[CH:16]=[CH:17][CH:18]=2)=[CH:7][CH:6]=1)(=O)=O.C1CCN2C(=NCCC2)CC1.[CH2:45]([N:47]=[C:48]=[O:49])[CH3:46]. Product: [C:30]([C:29]([CH3:33])([CH3:32])[C:21]1[CH:22]=[C:23]2[C:28](=[C:19]([C:15]3[CH:14]=[C:13]([CH:18]=[CH:17][CH:16]=3)[CH2:12][N:11]([C:8]3[CH:9]=[CH:10][C:5]([S:2][CH3:1])=[CH:6][CH:7]=3)[C:48]([NH:47][CH2:45][CH3:46])=[O:49])[CH:20]=1)[N:27]=[CH:26][CH:25]=[CH:24]2)#[N:31]. The catalyst class is: 554.